Dataset: Catalyst prediction with 721,799 reactions and 888 catalyst types from USPTO. Task: Predict which catalyst facilitates the given reaction. Reactant: Br[C:2]1[S:14][C:13]2[C:12]3[CH:11]=[CH:10][CH:9]=[CH:8][C:7]=3[CH:6]([CH2:15][CH3:16])[N:5]([S:17]([C:20]3[CH:25]=[CH:24][C:23]([O:26][CH3:27])=[CH:22][CH:21]=3)(=[O:19])=[O:18])[C:4]=2[CH:3]=1.C([Li])CCC.CN(C)[CH:35]=[O:36]. Product: [CH2:15]([CH:6]1[C:7]2[CH:8]=[CH:9][CH:10]=[CH:11][C:12]=2[C:13]2[S:14][C:2]([CH:35]=[O:36])=[CH:3][C:4]=2[N:5]1[S:17]([C:20]1[CH:21]=[CH:22][C:23]([O:26][CH3:27])=[CH:24][CH:25]=1)(=[O:19])=[O:18])[CH3:16]. The catalyst class is: 595.